This data is from Full USPTO retrosynthesis dataset with 1.9M reactions from patents (1976-2016). The task is: Predict the reactants needed to synthesize the given product. (1) Given the product [CH2:5]([O:3][C:1](=[O:4])[CH2:2][C:22]1[CH:21]=[CH:20][C:13]2[O:16][CH2:25][CH2:19][C:24]=2[CH:23]=1)[CH3:6], predict the reactants needed to synthesize it. The reactants are: [C:1]([OH:4])(=[O:3])[CH3:2].[CH2:5](O)[CH3:6].S(=O)(=O)(O)O.[C:13](=[O:16])([O-])[O-].[Na+].[Na+].[C:19]1([CH3:25])[CH:24]=[CH:23][CH:22]=[CH:21][CH:20]=1. (2) Given the product [Cl:1][C:2]1[CH:9]=[CH:8][CH:7]=[C:6]([N+:10]([O-:12])=[O:11])[C:3]=1[CH:4]([O:5][Si:13]([CH3:16])([CH3:15])[CH3:14])[C:19]#[N:20], predict the reactants needed to synthesize it. The reactants are: [Cl:1][C:2]1[CH:9]=[CH:8][CH:7]=[C:6]([N+:10]([O-:12])=[O:11])[C:3]=1[CH:4]=[O:5].[Si:13](C#N)([CH3:16])([CH3:15])[CH3:14].[CH3:19][N+:20]1([O-])CCOCC1. (3) Given the product [CH3:1][N:2]([CH2:3][C:4]1[CH:9]=[CH:8][C:7]([C:10]([N:12]2[CH2:18][C:17]3([CH3:20])[CH2:19][CH:13]2[CH2:14][C:15]([CH3:22])([CH3:21])[CH2:16]3)=[O:11])=[CH:6][CH:5]=1)[C:23](=[O:30])[C:24]1[CH:29]=[CH:28][CH:27]=[CH:26][CH:25]=1, predict the reactants needed to synthesize it. The reactants are: [CH3:1][NH:2][CH2:3][C:4]1[CH:9]=[CH:8][C:7]([C:10]([N:12]2[CH2:18][C:17]3([CH3:20])[CH2:19][CH:13]2[CH2:14][C:15]([CH3:22])([CH3:21])[CH2:16]3)=[O:11])=[CH:6][CH:5]=1.[C:23](Cl)(=[O:30])[C:24]1[CH:29]=[CH:28][CH:27]=[CH:26][CH:25]=1. (4) Given the product [C:1]([O:5][C:6](=[O:22])[NH:7][CH2:8][C:9]([C:12]1[CH:17]=[CH:16][C:15]([Br:18])=[CH:14][C:13]=1[NH2:19])([CH3:11])[CH3:10])([CH3:2])([CH3:3])[CH3:4], predict the reactants needed to synthesize it. The reactants are: [C:1]([O:5][C:6](=[O:22])[NH:7][CH2:8][C:9]([C:12]1[CH:17]=[CH:16][C:15]([Br:18])=[CH:14][C:13]=1[N+:19]([O-])=O)([CH3:11])[CH3:10])([CH3:4])([CH3:3])[CH3:2].C(O)(=O)C.C(OCC)(=O)C.C(=O)([O-])[O-].[Na+].[Na+]. (5) Given the product [CH:46]1([N:30]([CH2:31][C:32]2[C:40]3[C:35](=[CH:36][CH:37]=[CH:38][CH:39]=3)[N:34]([CH2:41][CH2:42][CH2:43][O:44][CH3:45])[CH:33]=2)[C:29]([C@@H:20]2[CH2:21][C@H:22]([N:24]([CH2:25][CH:26]3[CH2:27][CH2:28]3)[C:50](=[O:55])[C:51]([CH3:54])([CH3:53])[CH3:52])[CH2:23][NH:18][CH2:19]2)=[O:49])[CH2:47][CH2:48]1, predict the reactants needed to synthesize it. The reactants are: C1C2C(COC([N:18]3[CH2:23][C@@H:22]([NH:24][CH2:25][CH:26]4[CH2:28][CH2:27]4)[CH2:21][C@@H:20]([C:29](=[O:49])[N:30]([CH:46]4[CH2:48][CH2:47]4)[CH2:31][C:32]4[C:40]5[C:35](=[CH:36][CH:37]=[CH:38][CH:39]=5)[N:34]([CH2:41][CH2:42][CH2:43][O:44][CH3:45])[CH:33]=4)[CH2:19]3)=O)C3C(=CC=CC=3)C=2C=CC=1.[C:50](Cl)(=[O:55])[C:51]([CH3:54])([CH3:53])[CH3:52]. (6) Given the product [O:15]=[C:13]1[NH:12][C:8]2=[N:9][CH:10]=[CH:11][C:6]([O:5][C:4]3[CH:3]=[C:2]([NH:1][C:27](=[O:28])[C:26]4[CH:30]=[CH:31][CH:32]=[C:24]([C:19]([CH2:22][CH3:23])([CH3:20])[CH3:21])[CH:25]=4)[CH:18]=[CH:17][CH:16]=3)=[C:7]2[NH:14]1, predict the reactants needed to synthesize it. The reactants are: [NH2:1][C:2]1[CH:3]=[C:4]([CH:16]=[CH:17][CH:18]=1)[O:5][C:6]1[CH:11]=[CH:10][N:9]=[C:8]2[NH:12][C:13](=[O:15])[NH:14][C:7]=12.[C:19]([C:24]1[CH:25]=[C:26]([CH:30]=[CH:31][CH:32]=1)[C:27](O)=[O:28])([CH2:22][CH3:23])([CH3:21])[CH3:20]. (7) Given the product [CH3:4][O:7][C@@H:15]1[CH2:14][CH2:19][C@H:18]([O:21][CH3:20])[CH:17]=[CH:16]1, predict the reactants needed to synthesize it. The reactants are: C1(=O)C=C[C:4](=[O:7])C=C1.CS(O)(=O)=O.[CH:14]1[CH2:19][CH2:18][CH:17]=[CH:16][CH:15]=1.[CH3:20][OH:21].